This data is from Reaction yield outcomes from USPTO patents with 853,638 reactions. The task is: Predict the reaction yield, written as a fraction of the theoretical maximum amount of product (1.0 means a 100% yield; for example, 0.34 means a 34% yield). The reactants are [CH2:1]([O:3][C:4](=[O:28])[CH2:5][O:6][C:7]1[CH:12]=[CH:11][C:10]([CH2:13][CH2:14][CH2:15][CH2:16][NH:17]C(OCC2C=CC=CC=2)=O)=[CH:9][CH:8]=1)[CH3:2].[H][H]. The catalyst is [Pd].CO. The product is [CH2:1]([O:3][C:4](=[O:28])[CH2:5][O:6][C:7]1[CH:12]=[CH:11][C:10]([CH2:13][CH2:14][CH2:15][CH2:16][NH2:17])=[CH:9][CH:8]=1)[CH3:2]. The yield is 0.880.